Dataset: NCI-60 drug combinations with 297,098 pairs across 59 cell lines. Task: Regression. Given two drug SMILES strings and cell line genomic features, predict the synergy score measuring deviation from expected non-interaction effect. (1) Drug 2: CC1=C(C(=O)C2=C(C1=O)N3CC4C(C3(C2COC(=O)N)OC)N4)N. Cell line: UO-31. Synergy scores: CSS=10.3, Synergy_ZIP=-5.17, Synergy_Bliss=-1.96, Synergy_Loewe=0.0245, Synergy_HSA=0.201. Drug 1: CCC1=CC2CC(C3=C(CN(C2)C1)C4=CC=CC=C4N3)(C5=C(C=C6C(=C5)C78CCN9C7C(C=CC9)(C(C(C8N6C)(C(=O)OC)O)OC(=O)C)CC)OC)C(=O)OC.C(C(C(=O)O)O)(C(=O)O)O. (2) Drug 1: CC=C1C(=O)NC(C(=O)OC2CC(=O)NC(C(=O)NC(CSSCCC=C2)C(=O)N1)C(C)C)C(C)C. Drug 2: C(CC(=O)O)C(=O)CN.Cl. Cell line: HS 578T. Synergy scores: CSS=49.7, Synergy_ZIP=-1.92, Synergy_Bliss=-2.56, Synergy_Loewe=-3.04, Synergy_HSA=-0.601. (3) Drug 1: C1CC(C1)(C(=O)O)C(=O)O.[NH2-].[NH2-].[Pt+2]. Drug 2: CCC1=C2CN3C(=CC4=C(C3=O)COC(=O)C4(CC)O)C2=NC5=C1C=C(C=C5)O. Cell line: ACHN. Synergy scores: CSS=51.2, Synergy_ZIP=-1.44, Synergy_Bliss=3.80, Synergy_Loewe=-15.7, Synergy_HSA=5.34. (4) Drug 1: CC12CCC(CC1=CCC3C2CCC4(C3CC=C4C5=CN=CC=C5)C)O. Drug 2: C1=NNC2=C1C(=O)NC=N2. Cell line: SNB-75. Synergy scores: CSS=2.11, Synergy_ZIP=-0.564, Synergy_Bliss=0.155, Synergy_Loewe=-0.177, Synergy_HSA=-0.155. (5) Drug 2: CS(=O)(=O)OCCCCOS(=O)(=O)C. Synergy scores: CSS=9.60, Synergy_ZIP=1.65, Synergy_Bliss=4.24, Synergy_Loewe=0.102, Synergy_HSA=2.00. Drug 1: CC1CCC2CC(C(=CC=CC=CC(CC(C(=O)C(C(C(=CC(C(=O)CC(OC(=O)C3CCCCN3C(=O)C(=O)C1(O2)O)C(C)CC4CCC(C(C4)OC)OCCO)C)C)O)OC)C)C)C)OC. Cell line: HOP-92. (6) Cell line: SNB-19. Drug 2: C(CCl)NC(=O)N(CCCl)N=O. Synergy scores: CSS=40.7, Synergy_ZIP=-2.00, Synergy_Bliss=0.454, Synergy_Loewe=-17.1, Synergy_HSA=2.59. Drug 1: C1CN1C2=NC(=NC(=N2)N3CC3)N4CC4.